From a dataset of Full USPTO retrosynthesis dataset with 1.9M reactions from patents (1976-2016). Predict the reactants needed to synthesize the given product. (1) Given the product [N:32]([C@@H:4]1[C:5]2[C:10](=[CH:9][CH:8]=[CH:7][CH:6]=2)[C@H:1]([OH:11])[CH2:2][CH2:3]1)=[N+:33]=[N-:34], predict the reactants needed to synthesize it. The reactants are: [C:1]1(=[O:11])[C:10]2[C:5](=[CH:6][CH:7]=[CH:8][CH:9]=2)[CH2:4][CH2:3][CH2:2]1.BrN1C(=O)CCC1=O.N(CCCC#N)=NCCCC#N.[N-:32]=[N+:33]=[N-:34].[Na+].[BH4-].[Na+]. (2) The reactants are: [C:1]1([Si:7]([Cl:10])([Cl:9])Cl)[CH:6]=[CH:5][CH:4]=[CH:3][CH:2]=1.[Mg].[Mg+2].[Cl-].[Cl-].[C:15]1([SiH2]Cl)[CH:20]=[CH:19][CH:18]=[CH:17][CH:16]=1. Given the product [C:15]1([Si:7]([C:1]2[CH:2]=[CH:3][CH:4]=[CH:5][CH:6]=2)([Cl:9])[Cl:10])[CH:20]=[CH:19][CH:18]=[CH:17][CH:16]=1, predict the reactants needed to synthesize it. (3) Given the product [S:29]1[CH:33]=[CH:32][N:31]=[C:30]1[C:4]([C:6]1[N:7]=[CH:8][N:9]([C:11]2[CH:12]=[C:13]([C:17]3[CH:22]=[CH:21][CH:20]=[CH:19][C:18]=3[O:23][C:24]([F:26])([F:25])[F:27])[CH:14]=[CH:15][CH:16]=2)[CH:10]=1)=[O:5], predict the reactants needed to synthesize it. The reactants are: CON(C)[C:4]([C:6]1[N:7]=[CH:8][N:9]([C:11]2[CH:12]=[C:13]([C:17]3[CH:22]=[CH:21][CH:20]=[CH:19][C:18]=3[O:23][C:24]([F:27])([F:26])[F:25])[CH:14]=[CH:15][CH:16]=2)[CH:10]=1)=[O:5].[S:29]1[CH:33]=[CH:32][N:31]=[CH:30]1. (4) Given the product [Br:1][C:2]1[CH:7]=[CH:6][CH:5]=[C:4]([O:8][CH2:10][CH2:11][O:12][CH3:13])[CH:3]=1, predict the reactants needed to synthesize it. The reactants are: [Br:1][C:2]1[CH:3]=[C:4]([OH:8])[CH:5]=[CH:6][CH:7]=1.Cl[CH2:10][CH2:11][O:12][CH3:13].C([O-])([O-])=O.[K+].[K+]. (5) The reactants are: [C:1]([NH:4][NH:5][C:6]([C:8]1[CH:25]=[CH:24][C:11]2[C:12]([CH:21]([CH3:23])[CH3:22])=[N:13][C:14]3[CH:15]=[CH:16][NH:17][C:18](=O)[C:19]=3[C:10]=2[CH:9]=1)=O)(=[O:3])[CH3:2].O=P(Cl)(Cl)[Cl:28].[OH-].[Na+]. Given the product [Cl:28][C:18]1[N:17]=[CH:16][CH:15]=[C:14]2[C:19]=1[C:10]1[CH:9]=[C:8]([C:6]3[O:3][C:1]([CH3:2])=[N:4][N:5]=3)[CH:25]=[CH:24][C:11]=1[C:12]([CH:21]([CH3:22])[CH3:23])=[N:13]2, predict the reactants needed to synthesize it. (6) Given the product [CH:3]([O:2][CH:43]([CH3:44])[CH3:24])([CH3:12])[CH3:4].[C:16]([O:18][CH2:38][CH3:39])(=[O:17])[CH3:7].[O:33]1[CH2:32][CH2:31][N:30]([C:28]([C:27]2[CH:36]=[CH:37][C:24]([NH:23][C:16]([CH:7]3[CH2:6][CH2:5][C:4]4[C:9](=[C:10]([N+:13]([O-:15])=[O:14])[CH:11]=[CH:12][C:3]=4[O:2][CH3:1])[CH2:8]3)=[O:18])=[CH:25][CH:26]=2)=[O:29])[CH2:35][CH2:34]1, predict the reactants needed to synthesize it. The reactants are: [CH3:1][O:2][C:3]1[CH:12]=[CH:11][C:10]([N+:13]([O-:15])=[O:14])=[C:9]2[C:4]=1[CH2:5][CH2:6][CH:7]([C:16]([OH:18])=[O:17])[CH2:8]2.S(Cl)(Cl)=O.[NH2:23][C:24]1[CH:37]=[CH:36][C:27]([C:28]([N:30]2[CH2:35][CH2:34][O:33][CH2:32][CH2:31]2)=[O:29])=[CH:26][CH:25]=1.[CH2:38](N([CH2:43][CH3:44])CC)[CH3:39]. (7) Given the product [C:12]([O:16][C:17]([N:2]1[C:6]2([CH2:10][CH2:9][NH:8][C:7]2=[O:11])[CH2:5][CH2:4][CH2:3]1)=[O:18])([CH3:15])([CH3:14])[CH3:13], predict the reactants needed to synthesize it. The reactants are: Cl.[NH:2]1[C:6]2([CH2:10][CH2:9][NH:8][C:7]2=[O:11])[CH2:5][CH2:4][CH2:3]1.[C:12]([O:16][C:17](OC([O-])=O)=[O:18])([CH3:15])([CH3:14])[CH3:13].C(N(CC)CC)C. (8) The reactants are: [CH2:1]([O:8][CH2:9][CH2:10][NH:11][C:12]1[CH:17]=[C:16]([CH3:18])[N:15]=[C:14]([O:19][C:20]2[CH:25]=[CH:24][CH:23]=[CH:22][CH:21]=2)[C:13]=1[NH2:26])[C:2]1[CH:7]=[CH:6][CH:5]=[CH:4][CH:3]=1.C(N(CC)CC)C.[CH2:34]([O:36][CH2:37][C:38](Cl)=[O:39])[CH3:35]. Given the product [CH2:1]([O:8][CH2:9][CH2:10][NH:11][C:12]1[CH:17]=[C:16]([CH3:18])[N:15]=[C:14]([O:19][C:20]2[CH:21]=[CH:22][CH:23]=[CH:24][CH:25]=2)[C:13]=1[NH:26][C:38](=[O:39])[CH2:37][O:36][CH2:34][CH3:35])[C:2]1[CH:7]=[CH:6][CH:5]=[CH:4][CH:3]=1, predict the reactants needed to synthesize it. (9) Given the product [Cl:1][C:2]1[CH:3]=[C:4]([C:8]2[C:13]([O:14][CH3:15])=[CH:12][CH:11]=[C:10]([CH2:16][C:17]3[CH:18]=[CH:19][C:20]([N:24]([CH2:25][C:29]([OH:31])=[O:30])[CH3:28])=[N:21][CH:22]=3)[CH:9]=2)[CH:5]=[CH:6][CH:7]=1, predict the reactants needed to synthesize it. The reactants are: [Cl:1][C:2]1[CH:3]=[C:4]([C:8]2[C:13]([O:14][CH3:15])=[CH:12][CH:11]=[C:10]([CH2:16][C:17]3[CH:18]=[CH:19][C:20](F)=[N:21][CH:22]=3)[CH:9]=2)[CH:5]=[CH:6][CH:7]=1.[NH:24]1[CH2:28]CC[C@H:25]1[C:29]([OH:31])=[O:30].N12CCCN=C1CCCCC2. (10) Given the product [Br:1][C:2]1[CH:3]=[C:4]([Cl:11])[C:5]([CH2:9][O:10][CH:16]2[CH2:21][CH2:20][CH2:19][CH2:18][CH2:17]2)=[CH:6][C:7]=1[F:8], predict the reactants needed to synthesize it. The reactants are: [Br:1][C:2]1[C:7]([F:8])=[CH:6][C:5]([CH2:9][OH:10])=[C:4]([Cl:11])[CH:3]=1.P(Br)(Br)Br.[CH:16]1(O)[CH2:21][CH2:20][CH2:19][CH2:18][CH2:17]1.[H-].[Na+].